This data is from Full USPTO retrosynthesis dataset with 1.9M reactions from patents (1976-2016). The task is: Predict the reactants needed to synthesize the given product. (1) The reactants are: [OH-].[Na+].[CH2:3](OCC)C.CN(N=O)C(N[N+]([O-])=O)=N.[OH:18][C@H:19]([CH2:23][C:24]1[CH:32]=[C:31]([CH3:33])[C:30]2[C:26](=[CH:27][N:28]([CH2:34][O:35][CH3:36])[N:29]=2)[CH:25]=1)[C:20]([OH:22])=[O:21]. Given the product [OH:18][C@H:19]([CH2:23][C:24]1[CH:32]=[C:31]([CH3:33])[C:30]2[C:26](=[CH:27][N:28]([CH2:34][O:35][CH3:36])[N:29]=2)[CH:25]=1)[C:20]([O:22][CH3:3])=[O:21], predict the reactants needed to synthesize it. (2) Given the product [S:1]([C:5]1[CH:6]=[CH:7][C:8]([C:9]([OH:11])=[O:10])=[CH:12][CH:13]=1)(=[O:3])(=[O:4])[NH2:2].[CH:14]1([N:17]2[CH2:22][CH2:21][N:20]([C:23]3[CH:28]=[C:27]([CH2:29][N:30]4[C:34]([CH3:35])=[CH:33][C:32]([C:36]5[O:40][N:39]=[C:38]([C:41]6[CH:46]=[CH:45][C:44]([O:47][C:48]([F:51])([F:49])[F:50])=[CH:43][CH:42]=6)[N:37]=5)=[N:31]4)[CH:26]=[CH:25][N:24]=3)[CH2:19][CH2:18]2)[CH2:16][CH2:15]1, predict the reactants needed to synthesize it. The reactants are: [S:1]([C:5]1[CH:13]=[CH:12][C:8]([C:9]([OH:11])=[O:10])=[CH:7][CH:6]=1)(=[O:4])(=[O:3])[NH2:2].[CH:14]1([N:17]2[CH2:22][CH2:21][N:20]([C:23]3[CH:28]=[C:27]([CH2:29][N:30]4[C:34]([CH3:35])=[CH:33][C:32]([C:36]5[O:40][N:39]=[C:38]([C:41]6[CH:46]=[CH:45][C:44]([O:47][C:48]([F:51])([F:50])[F:49])=[CH:43][CH:42]=6)[N:37]=5)=[N:31]4)[CH:26]=[CH:25][N:24]=3)[CH2:19][CH2:18]2)[CH2:16][CH2:15]1. (3) Given the product [CH:8]1([N:13]2[C:17]3[N:18]=[C:19]([NH:22][C:28]4[CH:29]=[CH:30][C:31]([S:34]([N:37]5[CH2:42][CH2:41][CH:40]([N:43]([CH3:45])[CH3:44])[CH2:39][CH2:38]5)(=[O:35])=[O:36])=[CH:32][N:33]=4)[N:20]=[CH:21][C:16]=3[C:15]3[CH:23]=[CH:24][N:25]=[CH:26][C:14]2=3)[CH2:9][CH2:10][CH2:11][CH2:12]1, predict the reactants needed to synthesize it. The reactants are: C(O)(C(F)(F)F)=O.[CH:8]1([N:13]2[C:17]3[N:18]=[C:19]([NH2:22])[N:20]=[CH:21][C:16]=3[C:15]3[CH:23]=[CH:24][N:25]=[CH:26][C:14]2=3)[CH2:12][CH2:11][CH2:10][CH2:9]1.Cl[C:28]1[N:33]=[CH:32][C:31]([S:34]([N:37]2[CH2:42][CH2:41][CH:40]([N:43]([CH3:45])[CH3:44])[CH2:39][CH2:38]2)(=[O:36])=[O:35])=[CH:30][CH:29]=1. (4) Given the product [C:1]([O:5][C:6]([N:8]1[C:16]2[C:11](=[CH:12][CH:13]=[C:14]([CH2:28][C:27]3[CH:30]=[CH:31][C:24]([F:23])=[CH:25][CH:26]=3)[CH:15]=2)[C:10]([CH3:19])([CH3:18])[CH2:9]1)=[O:7])([CH3:4])([CH3:3])[CH3:2], predict the reactants needed to synthesize it. The reactants are: [C:1]([O:5][C:6]([N:8]1[C:16]2[C:11](=[CH:12][CH:13]=[C:14](Cl)[CH:15]=2)[C:10]([CH3:19])([CH3:18])[CH2:9]1)=[O:7])([CH3:4])([CH3:3])[CH3:2].[Br-].[Li+].[Cl-].[F:23][C:24]1[CH:31]=[CH:30][C:27]([CH2:28][Zn+])=[CH:26][CH:25]=1.C(O)(=O)CC(CC(O)=O)(C(O)=O)O. (5) Given the product [S:25]([O:6][CH2:5][C:4]1[CH:7]=[C:8]([O:10][C:11]([F:12])([F:13])[F:14])[CH:9]=[C:2]([Cl:1])[CH:3]=1)(=[O:27])(=[O:26])[CH3:24], predict the reactants needed to synthesize it. The reactants are: [Cl:1][C:2]1[CH:3]=[C:4]([CH:7]=[C:8]([O:10][C:11]([F:14])([F:13])[F:12])[CH:9]=1)[CH2:5][OH:6].CCN(C(C)C)C(C)C.[CH3:24][S:25](Cl)(=[O:27])=[O:26]. (6) Given the product [CH3:13][S:14]([O:5][CH2:4][C@@H:2]1[O:3][CH2:1]1)(=[O:16])=[O:15], predict the reactants needed to synthesize it. The reactants are: [CH2:1]1[O:3][C@H:2]1[CH2:4][OH:5].C(N(CC)CC)C.[CH3:13][S:14](Cl)(=[O:16])=[O:15]. (7) Given the product [C:1]([O:5][C:6]([N:8]1[CH2:13][CH:12]2[C:10]([C:14]3[CH:19]=[CH:18][C:17]([NH:20][C:31]([O:33][CH2:34][C:35]4[CH:40]=[CH:39][CH:38]=[CH:37][CH:36]=4)=[O:32])=[CH:16][CH:15]=3)([CH2:11]2)[CH2:9]1)=[O:7])([CH3:4])([CH3:2])[CH3:3], predict the reactants needed to synthesize it. The reactants are: [C:1]([O:5][C:6]([N:8]1[CH2:13][CH:12]2[C:10]([C:14]3[CH:19]=[CH:18][C:17]([NH2:20])=[CH:16][CH:15]=3)([CH2:11]2)[CH2:9]1)=[O:7])([CH3:4])([CH3:3])[CH3:2].CC(C)=O.C(=O)(O)[O-].[Na+].Cl[C:31]([O:33][CH2:34][C:35]1[CH:40]=[CH:39][CH:38]=[CH:37][CH:36]=1)=[O:32]. (8) Given the product [C:18]([C:21]1[CH:30]=[CH:29][C:28]2[CH2:27][CH:26]([C:31]([NH:2][C@@H:3]([C:5]3[CH:6]=[C:7]([CH3:17])[C:8]([NH:12][S:13]([CH3:16])(=[O:15])=[O:14])=[CH:9][C:10]=3[F:11])[CH3:4])=[O:32])[CH2:25][CH2:24][C:23]=2[N:22]=1)(=[O:20])[CH3:19], predict the reactants needed to synthesize it. The reactants are: Cl.[NH2:2][C@@H:3]([C:5]1[C:10]([F:11])=[CH:9][C:8]([NH:12][S:13]([CH3:16])(=[O:15])=[O:14])=[C:7]([CH3:17])[CH:6]=1)[CH3:4].[C:18]([C:21]1[CH:30]=[CH:29][C:28]2[CH2:27][CH:26]([C:31](O)=[O:32])[CH2:25][CH2:24][C:23]=2[N:22]=1)(=[O:20])[CH3:19].F[P-](F)(F)(F)(F)F.C[N+](C)=C(N(C)C)ON1C2N=CC=CC=2N=N1.CN1CCCC1=O.C(N(CC)C(C)C)(C)C. (9) The reactants are: [CH3:1][N:2]1[C:10]2[C@@:9]3([CH3:14])[C:11]([CH3:13])([CH3:12])[C@H:6]([CH2:7][CH2:8]3)[C:5]=2[C:4](=[O:15])[NH:3]1.[F:16][C:17]1[CH:24]=[CH:23][CH:22]=[CH:21][C:18]=1[CH2:19]Br. Given the product [F:16][C:17]1[CH:24]=[CH:23][CH:22]=[CH:21][C:18]=1[CH2:19][N:3]1[C:4](=[O:15])[C:5]2[C@@H:6]3[C:11]([CH3:12])([CH3:13])[C@@:9]([CH3:14])([CH2:8][CH2:7]3)[C:10]=2[N:2]1[CH3:1], predict the reactants needed to synthesize it. (10) Given the product [CH:28]1[C:16]2[CH2:15][C:14]3([CH2:29][CH2:30][CH:12]([N:9]4[CH2:10][CH:11]5[CH:7]([CH:6]5[C:4]([OH:5])=[O:3])[CH2:8]4)[CH2:13]3)[C:20]3[CH:21]=[CH:22][CH:23]=[CH:24][C:19]=3[CH2:18][C:17]=2[CH:25]=[CH:26][CH:27]=1, predict the reactants needed to synthesize it. The reactants are: C([O:3][C:4]([CH:6]1[CH:11]2[CH:7]1[CH2:8][N:9]([CH:12]1[CH2:30][CH2:29][C:14]3([C:20]4[CH:21]=[CH:22][CH:23]=[CH:24][C:19]=4[CH2:18][C:17]4[CH:25]=[CH:26][CH:27]=[CH:28][C:16]=4[CH2:15]3)[CH2:13]1)[CH2:10]2)=[O:5])C.[Li+].[OH-].